Regression. Given two drug SMILES strings and cell line genomic features, predict the synergy score measuring deviation from expected non-interaction effect. From a dataset of NCI-60 drug combinations with 297,098 pairs across 59 cell lines. (1) Drug 1: C1CCC(C1)C(CC#N)N2C=C(C=N2)C3=C4C=CNC4=NC=N3. Drug 2: CC1=C(C=C(C=C1)NC(=O)C2=CC=C(C=C2)CN3CCN(CC3)C)NC4=NC=CC(=N4)C5=CN=CC=C5. Cell line: A549. Synergy scores: CSS=8.83, Synergy_ZIP=-2.23, Synergy_Bliss=-1.73, Synergy_Loewe=-10.1, Synergy_HSA=-4.71. (2) Synergy scores: CSS=11.2, Synergy_ZIP=-3.51, Synergy_Bliss=0.460, Synergy_Loewe=-6.07, Synergy_HSA=-7.49. Drug 1: C(CC(=O)O)C(=O)CN.Cl. Drug 2: CC(C)NC(=O)C1=CC=C(C=C1)CNNC.Cl. Cell line: HOP-62. (3) Drug 1: CN1CCC(CC1)COC2=C(C=C3C(=C2)N=CN=C3NC4=C(C=C(C=C4)Br)F)OC. Drug 2: COC1=NC(=NC2=C1N=CN2C3C(C(C(O3)CO)O)O)N. Cell line: HL-60(TB). Synergy scores: CSS=6.91, Synergy_ZIP=-7.23, Synergy_Bliss=-15.8, Synergy_Loewe=-24.5, Synergy_HSA=-21.3. (4) Drug 1: CC1=C2C(C(=O)C3(C(CC4C(C3C(C(C2(C)C)(CC1OC(=O)C(C(C5=CC=CC=C5)NC(=O)C6=CC=CC=C6)O)O)OC(=O)C7=CC=CC=C7)(CO4)OC(=O)C)O)C)OC(=O)C. Drug 2: C(CN)CNCCSP(=O)(O)O. Cell line: OVCAR-8. Synergy scores: CSS=50.1, Synergy_ZIP=1.13, Synergy_Bliss=1.28, Synergy_Loewe=-53.9, Synergy_HSA=0.0120. (5) Drug 1: CC1=C2C(C(=O)C3(C(CC4C(C3C(C(C2(C)C)(CC1OC(=O)C(C(C5=CC=CC=C5)NC(=O)OC(C)(C)C)O)O)OC(=O)C6=CC=CC=C6)(CO4)OC(=O)C)OC)C)OC. Drug 2: CC1=CC=C(C=C1)C2=CC(=NN2C3=CC=C(C=C3)S(=O)(=O)N)C(F)(F)F. Cell line: RPMI-8226. Synergy scores: CSS=94.0, Synergy_ZIP=20.3, Synergy_Bliss=20.0, Synergy_Loewe=-3.10, Synergy_HSA=19.7. (6) Drug 1: CN(CC1=CN=C2C(=N1)C(=NC(=N2)N)N)C3=CC=C(C=C3)C(=O)NC(CCC(=O)O)C(=O)O. Drug 2: CC1=C(C=C(C=C1)C(=O)NC2=CC(=CC(=C2)C(F)(F)F)N3C=C(N=C3)C)NC4=NC=CC(=N4)C5=CN=CC=C5. Cell line: OVCAR3. Synergy scores: CSS=48.3, Synergy_ZIP=3.67, Synergy_Bliss=6.45, Synergy_Loewe=-1.73, Synergy_HSA=-1.34. (7) Drug 1: CCCS(=O)(=O)NC1=C(C(=C(C=C1)F)C(=O)C2=CNC3=C2C=C(C=N3)C4=CC=C(C=C4)Cl)F. Drug 2: CN(CC1=CN=C2C(=N1)C(=NC(=N2)N)N)C3=CC=C(C=C3)C(=O)NC(CCC(=O)O)C(=O)O. Cell line: HOP-62. Synergy scores: CSS=30.7, Synergy_ZIP=0.926, Synergy_Bliss=0.892, Synergy_Loewe=-21.0, Synergy_HSA=0.117. (8) Drug 1: CN1C(=O)N2C=NC(=C2N=N1)C(=O)N. Drug 2: CC1=C(C=C(C=C1)C(=O)NC2=CC(=CC(=C2)C(F)(F)F)N3C=C(N=C3)C)NC4=NC=CC(=N4)C5=CN=CC=C5. Cell line: NCI-H522. Synergy scores: CSS=1.12, Synergy_ZIP=0.450, Synergy_Bliss=-0.141, Synergy_Loewe=-2.28, Synergy_HSA=-2.44. (9) Drug 1: C1CN1P(=S)(N2CC2)N3CC3. Drug 2: COCCOC1=C(C=C2C(=C1)C(=NC=N2)NC3=CC=CC(=C3)C#C)OCCOC.Cl. Cell line: A549. Synergy scores: CSS=32.9, Synergy_ZIP=1.92, Synergy_Bliss=0.699, Synergy_Loewe=-0.129, Synergy_HSA=4.67. (10) Drug 1: CC(C1=C(C=CC(=C1Cl)F)Cl)OC2=C(N=CC(=C2)C3=CN(N=C3)C4CCNCC4)N. Drug 2: CC1C(C(CC(O1)OC2CC(CC3=C2C(=C4C(=C3O)C(=O)C5=C(C4=O)C(=CC=C5)OC)O)(C(=O)CO)O)N)O.Cl. Cell line: MDA-MB-435. Synergy scores: CSS=39.2, Synergy_ZIP=-4.54, Synergy_Bliss=-4.70, Synergy_Loewe=-8.83, Synergy_HSA=-5.31.